Dataset: Reaction yield outcomes from USPTO patents with 853,638 reactions. Task: Predict the reaction yield, written as a fraction of the theoretical maximum amount of product (1.0 means a 100% yield; for example, 0.34 means a 34% yield). (1) The reactants are [CH3:1][O:2][C:3]([C:5]1[C:6]2[C:7]([I:14])=[CH:8][NH:9][C:10]=2[CH:11]=[CH:12][CH:13]=1)=[O:4].[H-].[Na+].[C:17]1([CH3:27])[CH:22]=[CH:21][C:20]([S:23](Cl)(=[O:25])=[O:24])=[CH:19][CH:18]=1.C(OCC)(=O)C. The catalyst is CN(C=O)C. The product is [CH3:1][O:2][C:3]([C:5]1[C:6]2[C:7]([I:14])=[CH:8][N:9]([S:23]([C:20]3[CH:21]=[CH:22][C:17]([CH3:27])=[CH:18][CH:19]=3)(=[O:25])=[O:24])[C:10]=2[CH:11]=[CH:12][CH:13]=1)=[O:4]. The yield is 0.710. (2) The reactants are [CH:1]([C:3]1[CH:8]=[CH:7][CH:6]=[CH:5][C:4]=1B(O)O)=[O:2].[CH3:12][C:13]1[CH:17]=[C:16]([NH:18][S:19]([C:22]2[S:23][C:24](Br)=[CH:25][CH:26]=2)(=[O:21])=[O:20])[O:15][N:14]=1. The product is [CH3:12][C:13]1[CH:17]=[C:16]([NH:18][S:19]([C:22]2[S:23][C:24]([C:4]3[CH:5]=[CH:6][CH:7]=[CH:8][C:3]=3[CH:1]=[O:2])=[CH:25][CH:26]=2)(=[O:21])=[O:20])[O:15][N:14]=1. The yield is 0.280. No catalyst specified. (3) The catalyst is C1COCC1.O. The reactants are [Br:1][C:2]1[CH:14]=[CH:13][C:12]2[C:11]3[C:6](=[CH:7][C:8]([Br:15])=[CH:9][CH:10]=3)[CH2:5][C:4]=2[CH:3]=1.[CH2:16]([Li])CCC.CI.ClCCl. The product is [Br:1][C:2]1[CH:14]=[CH:13][C:12]2[C:11]3[C:6](=[CH:7][C:8]([Br:15])=[CH:9][CH:10]=3)[CH:5]([CH3:16])[C:4]=2[CH:3]=1. The yield is 0.700. (4) The reactants are [CH2:1]([O:8][C:9]1[CH:10]=[C:11]2[C:16](=[C:17]([C:19]#[N:20])[CH:18]=1)[N:15]=[CH:14][N:13]=[C:12]2[NH:21][CH2:22][C:23]1[CH:28]=[CH:27][C:26]([C:29]([F:32])([F:31])[F:30])=[CH:25][CH:24]=1)[C:2]1[CH:7]=[CH:6][CH:5]=[CH:4][CH:3]=1.C([O-])([O-])=[O:34].[K+].[K+].OO. The catalyst is CS(C)=O.O. The product is [CH2:1]([O:8][C:9]1[CH:10]=[C:11]2[C:16](=[C:17]([C:19]([NH2:20])=[O:34])[CH:18]=1)[N:15]=[CH:14][N:13]=[C:12]2[NH:21][CH2:22][C:23]1[CH:24]=[CH:25][C:26]([C:29]([F:31])([F:32])[F:30])=[CH:27][CH:28]=1)[C:2]1[CH:7]=[CH:6][CH:5]=[CH:4][CH:3]=1. The yield is 0.860. (5) The reactants are [C:1]([O:5][C:6](=[O:33])[NH:7][C:8]1[S:9][C:10]([CH:31]=O)=[C:11]([C:13]2[C:14]([C:27](=[O:30])[CH2:28][CH3:29])=[N:15][N:16]([CH2:18][C:19]3[CH:24]=[CH:23][C:22]([O:25][CH3:26])=[CH:21][CH:20]=3)[CH:17]=2)[N:12]=1)([CH3:4])([CH3:3])[CH3:2].[OH-].[Na+]. The catalyst is CN(C=O)C.O. The product is [C:1]([O:5][C:6](=[O:33])[NH:7][C:8]1[S:9][C:10]2[CH:31]=[C:28]([CH3:29])[C:27](=[O:30])[C:14]3[C:13](=[CH:17][N:16]([CH2:18][C:19]4[CH:24]=[CH:23][C:22]([O:25][CH3:26])=[CH:21][CH:20]=4)[N:15]=3)[C:11]=2[N:12]=1)([CH3:3])([CH3:4])[CH3:2]. The yield is 0.530. (6) The reactants are [OH-].[Na+].[Br:3][C:4]1[CH:5]=[C:6]([C:13]([O:15]CC)=O)[C:7]2[CH:12]=[N:11][NH:10][C:8]=2[N:9]=1.[NH2:18][CH2:19][C:20]1[C:21](=[O:28])[NH:22][C:23]([CH3:27])=[CH:24][C:25]=1[CH3:26].C1CN([P+](ON2N=NC3C=CC=CC2=3)(N2CCCC2)N2CCCC2)CC1.F[P-](F)(F)(F)(F)F. The yield is 0.585. The product is [Br:3][C:4]1[CH:5]=[C:6]([C:13]([NH:18][CH2:19][C:20]2[C:21](=[O:28])[NH:22][C:23]([CH3:27])=[CH:24][C:25]=2[CH3:26])=[O:15])[C:7]2[CH:12]=[N:11][NH:10][C:8]=2[N:9]=1. The catalyst is CCO.CS(C)=O. (7) The reactants are C[C:2]1([CH3:9])[O:6][C@H:5]([CH2:7][OH:8])[CH2:4][O:3]1.[OH-].[K+].[CH2:12](Br)[CH2:13][CH2:14][CH2:15][CH2:16][CH2:17][CH2:18][CH2:19][CH2:20][CH2:21][CH2:22][CH2:23][CH2:24][CH2:25]CC.O. The catalyst is C1(C)C=CC=CC=1. The product is [CH2:2]([O:3][CH2:4][C@H:5]([CH2:7][OH:8])[OH:6])[CH2:9][CH2:25][CH2:24][CH2:23][CH2:22][CH2:21][CH2:20][CH2:19][CH2:18][CH2:17][CH2:16][CH2:15][CH2:14][CH2:13][CH3:12]. The yield is 0.820.